From a dataset of Catalyst prediction with 721,799 reactions and 888 catalyst types from USPTO. Predict which catalyst facilitates the given reaction. (1) Reactant: [CH2:1]([O:3][C@@H:4]([CH2:8][C:9]1[CH:14]=[CH:13][C:12]([C:15]2[S:19][C:18]([NH:20][CH3:21])=[N:17][CH:16]=2)=[CH:11][CH:10]=1)[C:5]([OH:7])=[O:6])[CH3:2].[OH-].[Na+].[CH3:24]O. Product: [CH2:1]([O:3][C@@H:4]([CH2:8][C:9]1[CH:10]=[CH:11][C:12]([C:15]2[S:19][C:18]([NH:20][CH3:21])=[N:17][CH:16]=2)=[CH:13][CH:14]=1)[C:5]([O:7][CH3:24])=[O:6])[CH3:2]. The catalyst class is: 445. (2) Reactant: [NH2:1][C:2]1[N:6]=[C:5]([NH2:7])[NH:4][N:3]=1.[F:8][C:9]([F:14])([F:13])[C:10]([OH:12])=[O:11]. Product: [O-:12][C:10]([C:9]([F:14])([F:13])[F:8])=[O:11].[NH2:1][C:2]1[NH:3][NH+:4]=[C:5]([NH2:7])[N:6]=1. The catalyst class is: 6. (3) Reactant: [CH3:1][O:2][CH2:3]/[CH:4]=[CH:5]/[C:6]1[CH:7]=[C:8]([CH:13]=[C:14](/[CH:16]=[CH:17]/[CH2:18][O:19][CH3:20])[CH:15]=1)[C:9]([O:11][CH3:12])=[O:10].C1(C)C=CC=CC=1.C1(S(NN)(=O)=O)C=CC=CC=1. Product: [CH3:1][O:2][CH2:3][CH2:4][CH2:5][C:6]1[CH:7]=[C:8]([CH:13]=[C:14]([CH2:16][CH2:17][CH2:18][O:19][CH3:20])[CH:15]=1)[C:9]([O:11][CH3:12])=[O:10]. The catalyst class is: 28. (4) Reactant: [CH2:1]([C@H:8]1[N:13]([C:14]([C:16]2[N:17]=[CH:18][N:19]([C@H:27]3[CH2:32][CH2:31][CH2:30][CH2:29][C@@H:28]3[OH:33])[C:20]=2[C:21]2[CH:26]=[CH:25][CH:24]=[CH:23][CH:22]=2)=[O:15])[CH2:12][CH2:11][N:10]([C:34]([O:36][C:37]([CH3:40])([CH3:39])[CH3:38])=[O:35])[CH2:9]1)[C:2]1[CH:7]=[CH:6][CH:5]=[CH:4][CH:3]=1.CC(OI1(OC(C)=O)(OC(C)=O)OC(=O)C2C=CC=CC1=2)=O.O. Product: [CH2:1]([C@H:8]1[N:13]([C:14]([C:16]2[N:17]=[CH:18][N:19]([C@H:27]3[CH2:32][CH2:31][CH2:30][CH2:29][C:28]3=[O:33])[C:20]=2[C:21]2[CH:26]=[CH:25][CH:24]=[CH:23][CH:22]=2)=[O:15])[CH2:12][CH2:11][N:10]([C:34]([O:36][C:37]([CH3:40])([CH3:39])[CH3:38])=[O:35])[CH2:9]1)[C:2]1[CH:7]=[CH:6][CH:5]=[CH:4][CH:3]=1. The catalyst class is: 4. (5) Reactant: [F:1][C:2]1[C:3]2[O:28][N:27]=[C:26]([N:29]3[CH2:34][CH2:33][N:32](C(OC(C)(C)C)=O)[CH2:31][CH2:30]3)[C:4]=2[CH:5]=[C:6]2[C:19]=1[N:18]1[CH2:20][C@@H:21]([CH3:25])[O:22][C@@H:23]([CH3:24])[C@@H:17]1[C:8]1([C:13](=[O:14])[NH:12][C:11](=[O:15])[NH:10][C:9]1=[O:16])[CH2:7]2.Cl. Product: [F:1][C:2]1[C:3]2[O:28][N:27]=[C:26]([N:29]3[CH2:30][CH2:31][NH:32][CH2:33][CH2:34]3)[C:4]=2[CH:5]=[C:6]2[C:19]=1[N:18]1[CH2:20][C@@H:21]([CH3:25])[O:22][C@@H:23]([CH3:24])[C@@H:17]1[C:8]1([C:13](=[O:14])[NH:12][C:11](=[O:15])[NH:10][C:9]1=[O:16])[CH2:7]2. The catalyst class is: 5.